From a dataset of Experimentally validated miRNA-target interactions with 360,000+ pairs, plus equal number of negative samples. Binary Classification. Given a miRNA mature sequence and a target amino acid sequence, predict their likelihood of interaction. (1) The miRNA is hsa-miR-514a-3p with sequence AUUGACACUUCUGUGAGUAGA. The protein sequence of the target gene is MSSMNPEYDYLFKLLLIGDSGVGKSCLLLRFADDTYTESYISTIGVDFKIRTIELDGKTIKLQIWDTAGQERFRTITSSYYRGAHGIIVVYDVTDQESFNNVKQWLQEIDRYASENVNKLLVGNKCDLTTKKVVDYTTAKEFADSLGIPFLETSAKNATNVEQSFMTMAAEIKKRMGPGATAGGAEKSNVKIQSTPVKQSGGGCC. Result: 0 (no interaction). (2) The miRNA is hsa-miR-6720-5p with sequence UUCCAGCCCUGGUAGGCGCCGCG. The protein sequence of the target gene is MAATAREDGASGQERGQRGCEHYDRGCLLKAPCCDKLYTCRLCHDNNEDHQLDRFKVKEVQCINCEKIQHAQQTCEECSTLFGEYYCDICHLFDKDKKQYHCENCGICRIGPKEDFFHCLKCNLCLAMNLQGRHKCIENVSRQNCPICLEDIHTSRVVAHVLPCGHLLHRTCYEEMLKEGYRCPLCMHSALDMTRYWRQLDDEVAQTPMPSEYQNMTVDILCNDCNGRSTVQFHILGMKCKICESYNTAQAGGRRISLDQQ. Result: 0 (no interaction).